From a dataset of Catalyst prediction with 721,799 reactions and 888 catalyst types from USPTO. Predict which catalyst facilitates the given reaction. (1) Reactant: Cl[C:2]1[CH:7]=[N:6][CH:5]=[C:4]([Cl:8])[N:3]=1.C(N(CC)CC)C.[CH2:16]1[C:24]2[C:19](=[CH:20][CH:21]=[CH:22][CH:23]=2)[C@@H:18]([NH2:25])[C@H:17]1[OH:26]. Product: [Cl:8][C:4]1[N:3]=[C:2]([NH:25][C@@H:18]2[C:19]3[C:24](=[CH:23][CH:22]=[CH:21][CH:20]=3)[CH2:16][C@@H:17]2[OH:26])[CH:7]=[N:6][CH:5]=1. The catalyst class is: 114. (2) Reactant: [N:1]1[CH:6]=[CH:5][CH:4]=[C:3]([CH2:7][C:8]2[CH:9]=[N:10][CH:11]=[CH:12][CH:13]=2)[CH:2]=1.[Li+].CC([N-]C(C)C)C.[F:22][C:23]1[CH:30]=[CH:29][C:26]([CH:27]=[O:28])=[CH:25][CH:24]=1. The catalyst class is: 1. Product: [F:22][C:23]1[CH:30]=[CH:29][C:26]([CH:27]([OH:28])[CH:7]([C:8]2[CH:9]=[N:10][CH:11]=[CH:12][CH:13]=2)[C:3]2[CH:2]=[N:1][CH:6]=[CH:5][CH:4]=2)=[CH:25][CH:24]=1. (3) Reactant: [NH2:1][C:2]1[CH:7]=[CH:6][CH:5]=[CH:4][C:3]=1[C:8](=[O:20])[CH2:9][C:10]([C:12]1[CH:17]=[CH:16][C:15]([O:18]C)=[CH:14][CH:13]=1)=O. Product: [OH:18][C:15]1[CH:16]=[CH:17][C:12]([C:10]2[NH:1][C:2]3[C:3]([C:8](=[O:20])[CH:9]=2)=[CH:4][CH:5]=[CH:6][CH:7]=3)=[CH:13][CH:14]=1. The catalyst class is: 201.